Dataset: Full USPTO retrosynthesis dataset with 1.9M reactions from patents (1976-2016). Task: Predict the reactants needed to synthesize the given product. (1) The reactants are: [NH2:1][CH2:2][C:3]1[CH:8]=[CH:7][C:6]([OH:9])=[CH:5][C:4]=1[O:10][CH3:11].Br[CH2:13][CH2:14][CH3:15].[CH3:16][C:17]1([CH3:30])[C@@H:19]2[CH2:20][C:21]3[C:25]([C@H:18]12)=[C:24]([CH3:26])[S:23][C:22]=3[C:27]([OH:29])=O. Given the product [CH3:11][O:10][C:4]1[CH:5]=[C:6]([O:9][CH2:13][CH2:14][CH3:15])[CH:7]=[CH:8][C:3]=1[CH2:2][NH:1][C:27]([C:22]1[S:23][C:24]([CH3:26])=[C:25]2[C:21]=1[CH2:20][C@H:19]1[C:17]([CH3:16])([CH3:30])[C@H:18]12)=[O:29], predict the reactants needed to synthesize it. (2) Given the product [CH3:1][C:2]1([CH:6]2[CH2:11][C:10](=[O:12])[CH2:9][CH2:8][O:7]2)[CH2:3][O:4][CH2:5]1, predict the reactants needed to synthesize it. The reactants are: [CH3:1][C:2]1([CH:6]2[CH2:11][CH:10]([OH:12])[CH2:9][CH2:8][O:7]2)[CH2:5][O:4][CH2:3]1.C1C=C[NH+]=CC=1.[O-][Cr](Cl)(=O)=O. (3) Given the product [Br:1][C:2]1[CH:3]=[C:4]2[NH:10][C:12](=[O:13])[NH:9][C:5]2=[N:6][C:7]=1[CH3:8], predict the reactants needed to synthesize it. The reactants are: [Br:1][C:2]1[CH:3]=[C:4]([NH2:10])[C:5]([NH2:9])=[N:6][C:7]=1[CH3:8].N[C:12](N)=[O:13]. (4) Given the product [OH:18][C:9]1([C:12]2[S:13][C:14]([CH3:17])=[CH:15][CH:16]=2)[CH2:8][CH2:7][NH:6][CH2:11][CH2:10]1, predict the reactants needed to synthesize it. The reactants are: C(OC([N:6]1[CH2:11][CH2:10][C:9]([OH:18])([C:12]2[S:13][C:14]([CH3:17])=[CH:15][CH:16]=2)[CH2:8][CH2:7]1)=O)C.[OH-].[K+]. (5) Given the product [ClH:26].[ClH:27].[NH2:8][CH:9]1[CH2:10][CH2:11][N:12]([C:15]2[C:25]([Cl:26])=[CH:24][C:18]([C:19]([O:21][CH2:22][CH3:23])=[O:20])=[CH:17][N:16]=2)[CH2:13][CH2:14]1, predict the reactants needed to synthesize it. The reactants are: C(OC([NH:8][CH:9]1[CH2:14][CH2:13][N:12]([C:15]2[C:25]([Cl:26])=[CH:24][C:18]([C:19]([O:21][CH2:22][CH3:23])=[O:20])=[CH:17][N:16]=2)[CH2:11][CH2:10]1)=O)(C)(C)C.[ClH:27]. (6) Given the product [O:1]1[CH2:5][CH2:4][CH:3]([C:6]2[C:14]3[N:13]=[C:12]([C:15]4([CH2:21][NH2:22])[CH2:20][CH2:19][N:18]([C:24]5[C:25]6[CH:32]=[CH:31][NH:30][C:26]=6[N:27]=[CH:28][N:29]=5)[CH2:17][CH2:16]4)[NH:11][C:10]=3[CH:9]=[CH:8][CH:7]=2)[CH2:2]1, predict the reactants needed to synthesize it. The reactants are: [O:1]1[CH2:5][CH2:4][CH:3]([C:6]2[C:14]3[N:13]=[C:12]([C:15]4([CH2:21][NH2:22])[CH2:20][CH2:19][NH:18][CH2:17][CH2:16]4)[NH:11][C:10]=3[CH:9]=[CH:8][CH:7]=2)[CH2:2]1.Cl[C:24]1[C:25]2[CH:32]=[CH:31][NH:30][C:26]=2[N:27]=[CH:28][N:29]=1.C(N(CC)C(C)C)(C)C. (7) The reactants are: [C:1]1([Mg]Br)[CH:6]=[CH:5][CH:4]=[CH:3][CH:2]=1.[CH3:9][C:10]([CH3:30])([CH3:29])[CH2:11][C:12](=[O:28])[C:13]([NH:15][C:16]1[CH:17]=[CH:18][C:19]2[C:24](=[O:25])[O:23][N:22]=[C:21]([CH3:26])[C:20]=2[CH:27]=1)=[O:14]. Given the product [CH3:9][C:10]([CH3:30])([CH3:29])[CH2:11][C:12]([OH:28])([C:1]1[CH:6]=[CH:5][CH:4]=[CH:3][CH:2]=1)[C:13]([NH:15][C:16]1[CH:17]=[CH:18][C:19]2[C:24](=[O:25])[O:23][N:22]=[C:21]([CH3:26])[C:20]=2[CH:27]=1)=[O:14], predict the reactants needed to synthesize it. (8) Given the product [CH3:1][O:2][C:3](=[O:26])[CH2:4][C@H:5]1[C:9]2[CH:10]=[CH:11][C:12]([O:14][C@H:15]3[C:23]4[C:18](=[C:19]([O:25][C:34]5[CH:35]=[C:28]([Br:27])[CH:29]=[CH:30][C:31]=5[C:32]#[N:33])[CH:20]=[CH:21][C:22]=4[F:24])[CH2:17][CH2:16]3)=[CH:13][C:8]=2[O:7][CH2:6]1, predict the reactants needed to synthesize it. The reactants are: [CH3:1][O:2][C:3](=[O:26])[CH2:4][C@H:5]1[C:9]2[CH:10]=[CH:11][C:12]([O:14][C@H:15]3[C:23]4[C:18](=[C:19]([OH:25])[CH:20]=[CH:21][C:22]=4[F:24])[CH2:17][CH2:16]3)=[CH:13][C:8]=2[O:7][CH2:6]1.[Br:27][C:28]1[CH:35]=[CH:34][C:31]([C:32]#[N:33])=[C:30](F)[CH:29]=1.